From a dataset of Reaction yield outcomes from USPTO patents with 853,638 reactions. Predict the reaction yield, written as a fraction of the theoretical maximum amount of product (1.0 means a 100% yield; for example, 0.34 means a 34% yield). (1) The reactants are [OH:1][C:2]([C:4]([F:7])([F:6])[F:5])=[O:3].[CH3:8][O:9][C:10]1[CH:11]=[C:12]2[C:17](=[CH:18][C:19]=1[O:20][CH3:21])[N:16]=[CH:15][CH:14]=[C:13]2[O:22][C:23]1[CH:28]=[CH:27][C:26]([NH:29][C:30]([C:32]2[C:33](=[O:46])[N:34]([C:39]3[CH:44]=[CH:43][C:42]([F:45])=[CH:41][CH:40]=3)[C:35](=[O:38])[NH:36][N:37]=2)=[O:31])=[CH:25][C:24]=1[F:47].[CH2:48](Br)[C:49]#[CH:50].C(=O)([O-])[O-].[K+].[K+]. The catalyst is CN(C)C=O. The product is [OH:3][C:2]([C:4]([F:7])([F:6])[F:5])=[O:1].[CH3:8][O:9][C:10]1[CH:11]=[C:12]2[C:17](=[CH:18][C:19]=1[O:20][CH3:21])[N:16]=[CH:15][CH:14]=[C:13]2[O:22][C:23]1[CH:28]=[CH:27][C:26]([NH:29][C:30]([C:32]2[C:33](=[O:46])[N:34]([C:39]3[CH:44]=[CH:43][C:42]([F:45])=[CH:41][CH:40]=3)[C:35](=[O:38])[N:36]([CH2:50][C:49]#[CH:48])[N:37]=2)=[O:31])=[CH:25][C:24]=1[F:47]. The yield is 0.300. (2) The reactants are [CH:1]([S:4]([C:7]1[CH:8]=[C:9]2[C:13](=[C:14]([O:16][CH2:17][CH2:18][C:19]3[CH:24]=[CH:23][CH:22]=[CH:21][N:20]=3)[CH:15]=1)[N:12]([CH2:25][O:26][CH3:27])[N:11]=[C:10]2[NH2:28])(=[O:6])=[O:5])([CH3:3])[CH3:2].Cl[C:30]1[CH:35]=[N:34][CH:33]=[CH:32][N:31]=1.C(=O)([O-])[O-].[Cs+].[Cs+].CC1(C)C2C=CC=C(P(C3C=CC=CC=3)C3C=CC=CC=3)C=2OC2C1=CC=CC=2P(C1C=CC=CC=1)C1C=CC=CC=1. The catalyst is C(OCC)(=O)C.O1CCOCC1. The product is [CH:1]([S:4]([C:7]1[CH:8]=[C:9]2[C:13](=[C:14]([O:16][CH2:17][CH2:18][C:19]3[CH:24]=[CH:23][CH:22]=[CH:21][N:20]=3)[CH:15]=1)[N:12]([CH2:25][O:26][CH3:27])[N:11]=[C:10]2[NH:28][C:30]1[CH:35]=[N:34][CH:33]=[CH:32][N:31]=1)(=[O:6])=[O:5])([CH3:2])[CH3:3]. The yield is 0.660. (3) The reactants are [N+:1]([C:4]1[CH:12]=[CH:11][C:7]([C:8](Cl)=[O:9])=[CH:6][CH:5]=1)([O-:3])=[O:2].N1C=CC=CC=1.[NH2:19][C:20]1[CH:25]=[CH:24][C:23]([NH:26][C:27]2[CH:32]=[C:31]([CH3:33])[N:30]=[C:29]([NH2:34])[N:28]=2)=[CH:22][CH:21]=1.N. The catalyst is O1CCOCC1. The product is [NH2:34][C:29]1[N:28]=[C:27]([NH:26][C:23]2[CH:24]=[CH:25][C:20]([NH:19][C:8](=[O:9])[C:7]3[CH:11]=[CH:12][C:4]([N+:1]([O-:3])=[O:2])=[CH:5][CH:6]=3)=[CH:21][CH:22]=2)[CH:32]=[C:31]([CH3:33])[N:30]=1. The yield is 0.410. (4) The reactants are [CH3:1][O:2][C:3]1[CH:8]=[CH:7][CH:6]=[CH:5][C:4]=1[C:9]1[CH:14]=[CH:13][CH:12]=[C:11]([C:15]([OH:17])=O)[CH:10]=1.C(Cl)(=O)C(Cl)=O.FC(F)(F)C([O-])=O.[F:31][C:32]([F:55])([F:54])[O:33][C:34]1[CH:39]=[CH:38][C:37]([N:40]2[CH:44]=[N:43][C:42]([C:45]3[CH:50]=[CH:49][C:48]([CH2:51][CH2:52][NH3+:53])=[CH:47][CH:46]=3)=[N:41]2)=[CH:36][CH:35]=1.C(N(C(C)C)CC)(C)C. The catalyst is ClCCl.CN(C)C=O.O1CCCC1. The product is [CH3:1][O:2][C:3]1[CH:8]=[CH:7][CH:6]=[CH:5][C:4]=1[C:9]1[CH:14]=[CH:13][CH:12]=[C:11]([C:15]([NH:53][CH2:52][CH2:51][C:48]2[CH:49]=[CH:50][C:45]([C:42]3[N:43]=[CH:44][N:40]([C:37]4[CH:38]=[CH:39][C:34]([O:33][C:32]([F:31])([F:55])[F:54])=[CH:35][CH:36]=4)[N:41]=3)=[CH:46][CH:47]=2)=[O:17])[CH:10]=1. The yield is 0.490. (5) The catalyst is ClCCl. The yield is 0.990. The reactants are [CH3:1][S:2]([C:5]1[N:13]2[C:8]([C:9]3([CH2:22][CH2:21][N:20](C(OC(C)(C)C)=O)[CH2:19][CH2:18]3)[O:10][C:11]3[CH:17]=[CH:16][CH:15]=[CH:14][C:12]=32)=[CH:7][CH:6]=1)(=[O:4])=[O:3].C(O)(C(F)(F)F)=O. The product is [CH3:1][S:2]([C:5]1[N:13]2[C:8]([C:9]3([CH2:22][CH2:21][NH:20][CH2:19][CH2:18]3)[O:10][C:11]3[CH:17]=[CH:16][CH:15]=[CH:14][C:12]=32)=[CH:7][CH:6]=1)(=[O:4])=[O:3]. (6) The reactants are [NH2:1][C:2]1[CH:11]=[C:10]([F:12])[C:5]([C:6]([O:8][CH3:9])=[O:7])=[C:4]([F:13])[CH:3]=1.[I:14][C:15]1[CH:20]=[CH:19][C:18]([S:21](Cl)(=[O:23])=[O:22])=[CH:17][CH:16]=1.N1C=CC=CC=1. The catalyst is C(Cl)Cl. The product is [F:13][C:4]1[CH:3]=[C:2]([NH:1][S:21]([C:18]2[CH:19]=[CH:20][C:15]([I:14])=[CH:16][CH:17]=2)(=[O:23])=[O:22])[CH:11]=[C:10]([F:12])[C:5]=1[C:6]([O:8][CH3:9])=[O:7]. The yield is 0.850. (7) The reactants are OC[CH2:3][C:4]1[C:17]([O:18][CH3:19])=[CH:16][CH:15]=[CH:14][C:5]=1[NH:6]C(OC(C)(C)C)=O.Br.[OH-].[Na+]. The catalyst is C(O)(=O)C. The product is [O:18]1[C:17]2=[CH:16][CH:15]=[CH:14][C:5]([NH2:6])=[C:4]2[CH2:3][CH2:19]1. The yield is 0.920. (8) The product is [F:18][C:15]1[CH:16]=[CH:17][C:12]([CH:10]([O:11][CH3:43])[C:6]2[C:5]3[N:4]([N:3]=[C:2]([NH:1][CH:29]4[CH2:30][CH2:31][N:26]([C:24]5[S:23][N:22]=[C:21]([CH3:20])[N:25]=5)[CH2:27][CH2:28]4)[N:19]=3)[CH:9]=[CH:8][CH:7]=2)=[CH:13][CH:14]=1. No catalyst specified. The yield is 0.0400. The reactants are [NH2:1][C:2]1[N:19]=[C:5]2[C:6]([CH:10]([C:12]3[CH:17]=[CH:16][C:15]([F:18])=[CH:14][CH:13]=3)[OH:11])=[CH:7][CH:8]=[CH:9][N:4]2[N:3]=1.[CH3:20][C:21]1[N:25]=[C:24]([N:26]2[CH2:31][CH2:30][C:29](=O)[CH2:28][CH2:27]2)[S:23][N:22]=1.[B][B][B][B][B][B][B][B][B][B].[CH3:43]O. (9) The reactants are [C:1]([NH:4][C:5]1[CH:10]=[CH:9][C:8]([OH:11])=[CH:7][CH:6]=1)(=[O:3])[CH3:2].[H-].[Na+].[Cl:14][C:15]1[CH:20]=[C:19]([Cl:21])[N:18]=[C:17](S(C)(=O)=O)[N:16]=1. The catalyst is C1COCC1.[NH4+].[Cl-].CCOC(C)=O. The product is [Cl:14][C:15]1[CH:20]=[C:19]([Cl:21])[N:18]=[C:17]([O:11][C:8]2[CH:9]=[CH:10][C:5]([NH:4][C:1](=[O:3])[CH3:2])=[CH:6][CH:7]=2)[N:16]=1. The yield is 0.950.